Dataset: Reaction yield outcomes from USPTO patents with 853,638 reactions. Task: Predict the reaction yield, written as a fraction of the theoretical maximum amount of product (1.0 means a 100% yield; for example, 0.34 means a 34% yield). The yield is 0.650. The product is [Br-:22].[OH:9][C:8]([C:16]1[CH:21]=[CH:20][CH:19]=[CH:18][CH:17]=1)([C:10]1[CH:15]=[CH:14][CH:13]=[CH:12][CH:11]=1)[C:4]12[CH2:7][N+:1]([CH3:23])([CH2:6][CH2:5]1)[CH2:2][CH2:3]2. The catalyst is CC#N. The reactants are [N:1]12[CH2:7][C:4]([C:8]([C:16]3[CH:21]=[CH:20][CH:19]=[CH:18][CH:17]=3)([C:10]3[CH:15]=[CH:14][CH:13]=[CH:12][CH:11]=3)[OH:9])([CH2:5][CH2:6]1)[CH2:3][CH2:2]2.[Br:22][CH3:23].